From a dataset of Forward reaction prediction with 1.9M reactions from USPTO patents (1976-2016). Predict the product of the given reaction. (1) Given the reactants Cl[C:2]1[N:7]=[C:6]([O:8][CH2:9][CH2:10]OC)[C:5]([N+:13]([O-:15])=[O:14])=[CH:4][CH:3]=1.[N:16]1([C:22]([O:24][C:25]([CH3:28])([CH3:27])[CH3:26])=[O:23])[CH2:21][CH2:20][NH:19][CH2:18][CH2:17]1.C(N1CCNCC1)(=O)C, predict the reaction product. The product is: [CH2:9]([O:8][C:6]1[N:7]=[C:2]([N:19]2[CH2:18][CH2:17][N:16]([C:22]([O:24][C:25]([CH3:28])([CH3:27])[CH3:26])=[O:23])[CH2:21][CH2:20]2)[CH:3]=[CH:4][C:5]=1[N+:13]([O-:15])=[O:14])[CH3:10]. (2) Given the reactants [Br:1][C:2]1[CH:3]=[CH:4][C:5]([N:8]2[CH2:13][CH2:12][N:11]([C:14]([O:16][CH2:17][C:18]([O:20]CC)=O)=[O:15])[CH2:10][CH2:9]2)=[N:6][CH:7]=1.[CH3:23][NH2:24].C(OC(C)C)(C)C, predict the reaction product. The product is: [Br:1][C:2]1[CH:3]=[CH:4][C:5]([N:8]2[CH2:9][CH2:10][N:11]([C:14]([O:16][CH2:17][C:18]([NH:24][CH3:23])=[O:20])=[O:15])[CH2:12][CH2:13]2)=[N:6][CH:7]=1. (3) Given the reactants [NH2:1][C:2]1[C:3]([C:12]([N:14]([CH2:22][C:23]2[CH:28]=[CH:27][CH:26]=[CH:25][CH:24]=2)[CH2:15][CH2:16][C:17]([O:19][CH2:20][CH3:21])=[O:18])=[O:13])=[CH:4][C:5]2[C:10]([CH:11]=1)=[CH:9][CH:8]=[CH:7][CH:6]=2.C(N(CC)CC)C.[Cl:36][C:37]1[CH:42]=[CH:41][CH:40]=[C:39]([Cl:43])[C:38]=1[N:44]=[C:45]=[O:46], predict the reaction product. The product is: [Cl:36][C:37]1[CH:42]=[CH:41][CH:40]=[C:39]([Cl:43])[C:38]=1[NH:44][C:45]([NH:1][C:2]1[C:3]([C:12]([N:14]([CH2:22][C:23]2[CH:28]=[CH:27][CH:26]=[CH:25][CH:24]=2)[CH2:15][CH2:16][C:17]([O:19][CH2:20][CH3:21])=[O:18])=[O:13])=[CH:4][C:5]2[C:10]([CH:11]=1)=[CH:9][CH:8]=[CH:7][CH:6]=2)=[O:46]. (4) Given the reactants [CH3:1][N:2]1[CH:6]=[CH:5][CH:4]=[C:3]1[C:7](=O)[C:8]([O:10][CH2:11][CH3:12])=[O:9].[NH2:14][OH:15].Cl.N1C=CC=CC=1, predict the reaction product. The product is: [OH:15]/[N:14]=[C:7](/[C:3]1[N:2]([CH3:1])[CH:6]=[CH:5][CH:4]=1)\[C:8]([O:10][CH2:11][CH3:12])=[O:9]. (5) Given the reactants [CH2:1]([O:8][C:9]1[CH:14]=[CH:13][C:12]([C:15]2[NH:19][N:18]=[C:17]([C:20]([O-:22])=O)[CH:16]=2)=[CH:11][CH:10]=1)[C:2]1[CH:7]=[CH:6][CH:5]=[CH:4][CH:3]=1.[Li+].Cl.[CH3:25][O:26][C:27](=[O:37])[C@H:28]([CH2:30][C:31]1[CH:36]=[CH:35][CH:34]=[CH:33][CH:32]=1)[NH2:29].ON1C2C=CC=CC=2N=N1.C(N(CC)CC)C.Cl.CN(C)CCCN=C=NCC, predict the reaction product. The product is: [CH3:25][O:26][C:27](=[O:37])[CH:28]([NH:29][C:20]([C:17]1[CH:16]=[C:15]([C:12]2[CH:11]=[CH:10][C:9]([O:8][CH2:1][C:2]3[CH:3]=[CH:4][CH:5]=[CH:6][CH:7]=3)=[CH:14][CH:13]=2)[NH:19][N:18]=1)=[O:22])[CH2:30][C:31]1[CH:36]=[CH:35][CH:34]=[CH:33][CH:32]=1.